This data is from Human liver microsome stability data. The task is: Regression/Classification. Given a drug SMILES string, predict its absorption, distribution, metabolism, or excretion properties. Task type varies by dataset: regression for continuous measurements (e.g., permeability, clearance, half-life) or binary classification for categorical outcomes (e.g., BBB penetration, CYP inhibition). Dataset: hlm. (1) The result is 0 (unstable in human liver microsomes). The compound is CN1CCN(c2cc(-c3ccncc3)c(-c3ccc4ccccc4c3)nn2)CC1. (2) The drug is Cc1ccc(-c2c(C3CCCCC3)c3ccc(C(=O)NC(C)(C)C(=O)Nc4ccc(C=CC(=O)O)cc4)cc3n2C)cn1. The result is 0 (unstable in human liver microsomes). (3) The drug is Oc1c2ccc(OCCCC(F)(F)F)cc2nc2cc(F)cc(F)c12. The result is 0 (unstable in human liver microsomes). (4) The drug is COc1cc(OCc2cccc(OCc3ccccc3)c2)c2cc(-c3cn4nc(OC)sc4n3)oc2c1. The result is 0 (unstable in human liver microsomes). (5) The molecule is Cc1ccc2[nH]c(C(=O)N3CC(=O)N(Cc4cccc(OC(F)F)c4)[C@@H](Cc4ccccc4)C3)cc2c1. The result is 0 (unstable in human liver microsomes). (6) The drug is c1ccc2cc(-c3nnc(N4CCCC4)cc3-c3ccncc3)ccc2c1. The result is 1 (stable in human liver microsomes). (7) The compound is Oc1c2ccc(OCc3ccc(C(F)(F)F)cc3)cc2nc2cc(F)cc(F)c12. The result is 0 (unstable in human liver microsomes). (8) The compound is CCOc1ncc(-c2ncc(OC)c3c(C(=O)C(=O)N4CCN(C(=O)c5ccccc5)CC4)c[nH]c23)s1. The result is 1 (stable in human liver microsomes). (9) The drug is CCc1nc(N)nc(N)c1-c1ccc2c(c1)N(CCCOC)C(=O)C(C)(C)O2. The result is 0 (unstable in human liver microsomes).